From a dataset of Reaction yield outcomes from USPTO patents with 853,638 reactions. Predict the reaction yield, written as a fraction of the theoretical maximum amount of product (1.0 means a 100% yield; for example, 0.34 means a 34% yield). The reactants are [Cl:1][C:2]1[CH:10]=[CH:9][C:5]([C:6]([OH:8])=[O:7])=[CH:4][C:3]=1[S:11](=[O:14])(=[O:13])[NH2:12].[CH2:15](O)[CH3:16]. No catalyst specified. The product is [CH2:15]([O:7][C:6](=[O:8])[C:5]1[CH:9]=[CH:10][C:2]([Cl:1])=[C:3]([S:11](=[O:13])(=[O:14])[NH2:12])[CH:4]=1)[CH3:16]. The yield is 0.990.